Task: Predict the product of the given reaction.. Dataset: Forward reaction prediction with 1.9M reactions from USPTO patents (1976-2016) (1) Given the reactants CON(C)[C:4](=[O:17])[C:5]1[CH:10]=[CH:9][C:8]([O:11][CH2:12][C:13]([F:16])([F:15])[F:14])=[N:7][CH:6]=1.[CH2:19]([Mg]Br)[CH3:20], predict the reaction product. The product is: [F:16][C:13]([F:14])([F:15])[CH2:12][O:11][C:8]1[N:7]=[CH:6][C:5]([C:4](=[O:17])[CH2:19][CH3:20])=[CH:10][CH:9]=1. (2) Given the reactants [CH2:1](/[N:5]=[CH:6]/[C:7]1[C:12]([F:13])=[CH:11][CH:10]=[C:9]([Cl:14])[C:8]=1Cl)[CH2:2][CH2:3][CH3:4].[CH2:16]([Mg]Br)[CH3:17], predict the reaction product. The product is: [CH2:1](/[N:5]=[CH:6]/[C:7]1[C:12]([F:13])=[CH:11][CH:10]=[C:9]([Cl:14])[C:8]=1[CH2:16][CH3:17])[CH2:2][CH2:3][CH3:4]. (3) Given the reactants C(OC1C(=O)N=C(CC2(N3C4=NC=CC=C4C=C3)CCCC2)N2CCN(C)C(=O)C=12)C1C=CC=CC=1.[CH:37]1([CH2:40][N:41]([CH2:74][CH2:75]O)[C:42]([C:44]2[C:49]([O:50][CH2:51][C:52]3[CH:57]=[CH:56][CH:55]=[CH:54][CH:53]=3)=[C:48]([OH:58])[N:47]=[C:46]([CH2:59][C:60]3([N:65]4[C:69]5=[N:70][CH:71]=[CH:72][CH:73]=[C:68]5[CH:67]=[CH:66]4)[CH2:64][CH2:63][CH2:62][CH2:61]3)[N:45]=2)=[O:43])[CH2:39][CH2:38]1, predict the reaction product. The product is: [CH2:51]([O:50][C:49]1[C:48](=[O:58])[N:47]=[C:46]([CH2:59][C:60]2([N:65]3[C:69]4=[N:70][CH:71]=[CH:72][CH:73]=[C:68]4[CH:67]=[CH:66]3)[CH2:64][CH2:63][CH2:62][CH2:61]2)[N:45]2[CH2:75][CH2:74][N:41]([CH2:40][CH:37]3[CH2:39][CH2:38]3)[C:42](=[O:43])[C:44]=12)[C:52]1[CH:57]=[CH:56][CH:55]=[CH:54][CH:53]=1. (4) Given the reactants [Cl:1][C:2]1[C:7]2[NH:8][C:9](=[O:25])[N:10]([C:13]3[CH:18]=[CH:17][C:16]([O:19][CH2:20][C:21]([F:24])([F:23])[F:22])=[CH:15][CH:14]=3)[C:11](=[O:12])[C:6]=2[CH:5]=[CH:4][N:3]=1.I[CH2:27][CH3:28].CN(C)C=O.C(=O)([O-])[O-].[K+].[K+], predict the reaction product. The product is: [Cl:1][C:2]1[C:7]2[N:8]=[C:9]([O:25][CH2:27][CH3:28])[N:10]([C:13]3[CH:14]=[CH:15][C:16]([O:19][CH2:20][C:21]([F:23])([F:22])[F:24])=[CH:17][CH:18]=3)[C:11](=[O:12])[C:6]=2[CH:5]=[CH:4][N:3]=1. (5) The product is: [F:15][CH2:16][CH2:17][N:18]1[CH2:23][CH2:22][N:21]([CH2:4][CH2:2][OH:1])[CH2:20][CH2:19]1. Given the reactants [OH:1][C:2]([C:4](F)(F)F)=O.OC(C(F)(F)F)=O.[F:15][CH2:16][CH2:17][N:18]1[CH2:23][CH2:22][NH:21][CH2:20][CH2:19]1.C(=O)([O-])[O-].[K+].[K+].BrCCO.BrC(O)C, predict the reaction product. (6) The product is: [CH2:16]([O:13][C:12]1[C:11]([O:14][CH3:15])=[CH:10][C:7]([CH:8]=[O:9])=[CH:6][C:5]=1[F:4])[C:17]1[CH:22]=[CH:21][CH:20]=[CH:19][CH:18]=1. Given the reactants C(#N)C.[F:4][C:5]1[CH:6]=[C:7]([CH:10]=[C:11]([O:14][CH3:15])[C:12]=1[OH:13])[CH:8]=[O:9].[CH2:16](Br)[C:17]1[CH:22]=[CH:21][CH:20]=[CH:19][CH:18]=1.C(=O)([O-])[O-].[Cs+].[Cs+], predict the reaction product.